The task is: Predict the reactants needed to synthesize the given product.. This data is from Full USPTO retrosynthesis dataset with 1.9M reactions from patents (1976-2016). (1) Given the product [CH3:1][C:2]1[C:10]2[C:5](=[C:6]([CH3:11])[CH:7]=[CH:8][CH:9]=2)[NH:4][C:3]=1[CH2:12][OH:13], predict the reactants needed to synthesize it. The reactants are: [CH3:1][C:2]1[C:10]2[C:5](=[C:6]([CH3:11])[CH:7]=[CH:8][CH:9]=2)[NH:4][C:3]=1[C:12](OCC)=[O:13].[H-].[H-].[H-].[H-].[Li+].[Al+3]. (2) Given the product [CH3:34][C:35]1[C:39]([C:40]2[C:41]([O:54][CH3:55])=[CH:42][C:43]3[C:44]4[N:52]([CH:63]([C:59]5[CH:58]=[N:57][CH:62]=[CH:61][CH:60]=5)[CH3:64])[C:51](=[O:53])[O:50][C:45]=4[CH:46]=[N:47][C:48]=3[CH:49]=2)=[C:38]([CH3:56])[O:37][N:36]=1, predict the reactants needed to synthesize it. The reactants are: C1C=CC(P(C2C=CC=CC=2)C2C=CC=CC=2)=CC=1.CC(OC(/N=N/C(OC(C)C)=O)=O)C.[CH3:34][C:35]1[C:39]([C:40]2[C:41]([O:54][CH3:55])=[CH:42][C:43]3[C:44]4[NH:52][C:51](=[O:53])[O:50][C:45]=4[CH:46]=[N:47][C:48]=3[CH:49]=2)=[C:38]([CH3:56])[O:37][N:36]=1.[N:57]1[CH:62]=[CH:61][CH:60]=[C:59]([CH:63](O)[CH3:64])[CH:58]=1. (3) Given the product [CH3:1][C:2]1[S:3][CH:4]=[C:5]([CH2:7][CH2:8][N:9]([C:10]2[CH:15]=[CH:14][C:13]([N+:16]([O-:18])=[O:17])=[CH:12][CH:11]=2)[C:19](=[O:20])[O:21][C:22]([CH3:25])([CH3:24])[CH3:23])[N:6]=1, predict the reactants needed to synthesize it. The reactants are: [CH3:1][C:2]1[S:3][CH:4]=[C:5]([CH2:7][CH2:8][NH:9][C:10]2[CH:15]=[CH:14][C:13]([N+:16]([O-:18])=[O:17])=[CH:12][CH:11]=2)[N:6]=1.[C:19](O[C:19]([O:21][C:22]([CH3:25])([CH3:24])[CH3:23])=[O:20])([O:21][C:22]([CH3:25])([CH3:24])[CH3:23])=[O:20]. (4) Given the product [CH3:26][C:21]1([CH3:27])[C:22]([CH3:25])([CH3:24])[O:23][B:19]([C:2]2[C:11]3[C:6](=[CH:7][CH:8]=[CH:9][CH:10]=3)[N:5]=[C:4]([NH:12][CH2:13][CH2:14][C:15]([O:17][CH3:18])=[O:16])[CH:3]=2)[O:20]1, predict the reactants needed to synthesize it. The reactants are: Br[C:2]1[C:11]2[C:6](=[CH:7][CH:8]=[CH:9][CH:10]=2)[N:5]=[C:4]([NH:12][CH2:13][CH2:14][C:15]([O:17][CH3:18])=[O:16])[CH:3]=1.[B:19]1([B:19]2[O:23][C:22]([CH3:25])([CH3:24])[C:21]([CH3:27])([CH3:26])[O:20]2)[O:23][C:22]([CH3:25])([CH3:24])[C:21]([CH3:27])([CH3:26])[O:20]1.C([O-])(=O)C.[K+]. (5) Given the product [Br:25][C:22]1[CH:23]=[CH:24][C:19]([C:17](=[O:18])[CH2:16][N:10]2[CH2:14][CH2:13][CH2:12][CH2:11]2)=[CH:20][CH:21]=1, predict the reactants needed to synthesize it. The reactants are: C(N(C(C)C)CC)(C)C.[NH:10]1[CH2:14][CH2:13][CH2:12][CH2:11]1.Br[CH2:16][C:17]([C:19]1[CH:24]=[CH:23][C:22]([Br:25])=[CH:21][CH:20]=1)=[O:18].O.C(=O)(O)[O-].[Na+]. (6) Given the product [CH2:1]([O:3][C:4]([C:5]1[S:15][C:14]([NH2:16])=[N:13][C:6]=1[CH:7]([CH3:9])[CH3:8])=[O:12])[CH3:2], predict the reactants needed to synthesize it. The reactants are: [CH2:1]([O:3][C:4](=[O:12])[CH:5](Br)[C:6](=O)[CH:7]([CH3:9])[CH3:8])[CH3:2].[NH2:13][C:14]([NH2:16])=[S:15].N. (7) Given the product [CH3:28][O:27][P:25]([CH2:1][C:2]1[CH:13]=[CH:14][C:23]2[C:4](=[CH:19][CH:20]=[C:21]([CH3:16])[CH:22]=2)[CH:3]=1)(=[O:26])[OH:29], predict the reactants needed to synthesize it. The reactants are: [CH2:1]([Li])[CH2:2][CH2:3][CH3:4].C(NC(C)C)(C)C.[CH3:13][C:14]1[CH:23]=[CH:22][C:21]2[C:16](=CC=[C:19](C)[CH:20]=2)N=1.[P:25](Cl)([O:29]C)([O:27][CH3:28])=[O:26].[Cl-].[NH4+].